Dataset: Full USPTO retrosynthesis dataset with 1.9M reactions from patents (1976-2016). Task: Predict the reactants needed to synthesize the given product. (1) Given the product [CH:11]([C:2]1[NH:3][C:4]2[C:9]([C:10]=1[C:26]([O:19][CH3:20])=[O:29])=[CH:8][CH:7]=[CH:6][CH:5]=2)=[CH2:33], predict the reactants needed to synthesize it. The reactants are: Br[C:2]1([C:11](OC)=O)[CH2:10][C:9]2[C:4](=[CH:5][CH:6]=[CH:7][CH:8]=2)[NH:3]1.CC1(C)[C:20](C)(C)[O:19]B(C=C)O1.[C:26](=[O:29])([O-])[O-].[Cs+].[Cs+].O1CCOC[CH2:33]1.O. (2) The reactants are: C[C:2]1[NH:3][C:4]([NH2:7])=[N:5][N:6]=1.[C:8]([C:10]1[CH:15]=[CH:14][CH:13]=[CH:12][C:11]=1[C:16]1[CH:21]=[CH:20][C:19]([CH2:22][CH:23]([C:29](=O)[CH2:30][CH2:31][CH3:32])[C:24](OCC)=[O:25])=[C:18]([F:34])[CH:17]=1)#[N:9]. Given the product [F:34][C:18]1[CH:17]=[C:16]([C:11]2[C:10]([C:8]#[N:9])=[CH:15][CH:14]=[CH:13][CH:12]=2)[CH:21]=[CH:20][C:19]=1[CH2:22][C:23]1[C:24](=[O:25])[NH:7][C:4]2[N:5]([N:6]=[CH:2][N:3]=2)[C:29]=1[CH2:30][CH2:31][CH3:32], predict the reactants needed to synthesize it. (3) Given the product [C:51]([O:50][C@@H:45]([C:36]1[C:35]([CH3:55])=[CH:34][C:32]2[N:33]=[C:29]([C:13]3[N:14]=[C:10]([N:7]4[CH2:6][CH2:5][N:4]([CH:1]([CH3:2])[CH3:3])[CH2:9][CH2:8]4)[S:11][CH:12]=3)[S:30][C:31]=2[C:37]=1[C:38]1[CH:39]=[CH:40][C:41]([Cl:44])=[CH:42][CH:43]=1)[C:46]([O:48][CH3:49])=[O:47])([CH3:54])([CH3:52])[CH3:53], predict the reactants needed to synthesize it. The reactants are: [CH:1]([N:4]1[CH2:9][CH2:8][N:7]([C:10]2[S:11][CH:12]=[C:13]([Sn](CCCC)(CCCC)CCCC)[N:14]=2)[CH2:6][CH2:5]1)([CH3:3])[CH3:2].Br[C:29]1[S:30][C:31]2[C:37]([C:38]3[CH:43]=[CH:42][C:41]([Cl:44])=[CH:40][CH:39]=3)=[C:36]([C@H:45]([O:50][C:51]([CH3:54])([CH3:53])[CH3:52])[C:46]([O:48][CH3:49])=[O:47])[C:35]([CH3:55])=[CH:34][C:32]=2[N:33]=1.O1CCOCC1. (4) Given the product [C:41]([O:28][CH:23]([C:14]1[N:13]([CH3:29])[C:12](=[O:30])[C:11]2[N:7]([CH2:6][C:5]3[CH:35]=[CH:36][C:2]([F:1])=[CH:3][CH:4]=3)[C:8]3[CH2:34][CH2:33][O:32][CH2:31][C:9]=3[C:10]=2[C:15]=1[C:16]1[CH:21]=[CH:20][C:19]([CH3:22])=[CH:18][CH:17]=1)[C:24]([OH:26])=[O:25])([CH3:44])([CH3:43])[CH3:42], predict the reactants needed to synthesize it. The reactants are: [F:1][C:2]1[CH:36]=[CH:35][C:5]([CH2:6][N:7]2[C:11]3[C:12](=[O:30])[N:13]([CH3:29])[C:14]([CH:23]([OH:28])[C:24]([O:26]C)=[O:25])=[C:15]([C:16]4[CH:21]=[CH:20][C:19]([CH3:22])=[CH:18][CH:17]=4)[C:10]=3[C:9]3[CH2:31][O:32][CH2:33][CH2:34][C:8]2=3)=[CH:4][CH:3]=1.C(O[C:41]([CH3:44])([CH3:43])[CH3:42])(=O)C.Cl(O)(=O)(=O)=O.[Li+].[OH-].Cl.